From a dataset of Catalyst prediction with 721,799 reactions and 888 catalyst types from USPTO. Predict which catalyst facilitates the given reaction. (1) Reactant: [F:1][C:2]([F:36])([F:35])[C:3]1[CH:4]=[N:5][N:6]([C:8]2[CH:13]=[CH:12][C:11]([NH:14][CH:15]([C:19]3[CH:34]=[CH:33][C:22]([C:23]([NH:25][CH:26]=[CH:27][C:28]([O:30]CC)=[O:29])=[O:24])=[CH:21][CH:20]=3)[CH2:16][CH2:17][CH3:18])=[CH:10][CH:9]=2)[CH:7]=1.O1CCCC1.[OH-].[Li+]. Product: [F:35][C:2]([F:1])([F:36])[C:3]1[CH:4]=[N:5][N:6]([C:8]2[CH:13]=[CH:12][C:11]([NH:14][CH:15]([C:19]3[CH:20]=[CH:21][C:22]([C:23]([NH:25][CH2:26][CH2:27][C:28]([OH:30])=[O:29])=[O:24])=[CH:33][CH:34]=3)[CH2:16][CH2:17][CH3:18])=[CH:10][CH:9]=2)[CH:7]=1. The catalyst class is: 5. (2) Reactant: [C:1]([C:5]1[CH:9]=[C:8]([NH:10][C:11]([NH:13][C@@H:14]2[C:23]3[C:18](=[CH:19][CH:20]=[CH:21][CH:22]=3)[C@H:17]([O:24][C:25]3[CH:26]=[CH:27][C:28]4[N:29]([C:31]([N:34]5[CH2:39][CH2:38][CH2:37][CH2:36][C@@H:35]5[CH3:40])=[N:32][N:33]=4)[CH:30]=3)[CH2:16][CH2:15]2)=[O:12])[N:7]([C:41]2[CH:42]=[C:43]([CH:50]=[CH:51][CH:52]=2)[CH2:44][O:45]S(C)(=O)=O)[N:6]=1)([CH3:4])([CH3:3])[CH3:2].CCN(C(C)C)C(C)C.[CH3:62][O:63][CH:64]1[CH2:69][CH2:68][NH:67][CH2:66][CH2:65]1. Product: [CH:44]([OH:45])=[O:63].[C:1]([C:5]1[CH:9]=[C:8]([NH:10][C:11]([NH:13][C@@H:14]2[C:23]3[C:18](=[CH:19][CH:20]=[CH:21][CH:22]=3)[C@H:17]([O:24][C:25]3[CH:26]=[CH:27][C:28]4[N:29]([C:31]([N:34]5[CH2:39][CH2:38][CH2:37][CH2:36][C@@H:35]5[CH3:40])=[N:32][N:33]=4)[CH:30]=3)[CH2:16][CH2:15]2)=[O:12])[N:7]([C:41]2[CH:52]=[CH:51][CH:50]=[C:43]([CH2:44][N:67]3[CH2:68][CH2:69][CH:64]([O:63][CH3:62])[CH2:65][CH2:66]3)[CH:42]=2)[N:6]=1)([CH3:4])([CH3:2])[CH3:3]. The catalyst class is: 1. (3) Reactant: C(O)C.[CH3:4][O:5][C:6]1[CH:7]=[C:8]([C:14]2[N:19]=[C:18]([C:20]([N:22]3[CH2:27][CH2:26][N:25]([C:28]4[CH:33]=[CH:32][C:31]([N+:34]([O-])=O)=[CH:30][CH:29]=4)[CH2:24][CH2:23]3)=[O:21])[CH:17]=[CH:16][CH:15]=2)[CH:9]=[CH:10][C:11]=1[O:12][CH3:13].[Cl-].[NH4+]. Product: [CH3:4][O:5][C:6]1[CH:7]=[C:8]([C:14]2[N:19]=[C:18]([C:20]([N:22]3[CH2:23][CH2:24][N:25]([C:28]4[CH:29]=[CH:30][C:31]([NH2:34])=[CH:32][CH:33]=4)[CH2:26][CH2:27]3)=[O:21])[CH:17]=[CH:16][CH:15]=2)[CH:9]=[CH:10][C:11]=1[O:12][CH3:13]. The catalyst class is: 6. (4) Reactant: I[C:2]1[CH:3]=[CH:4][C:5]2[N:6]([CH:8]=[C:9]([NH:11][C:12]([CH:14]3[CH2:16][CH2:15]3)=[O:13])[N:10]=2)[N:7]=1.[NH:17]1[C:25]2[C:20](=[CH:21][CH:22]=[C:23]([OH:26])[CH:24]=2)[CH:19]=[CH:18]1.C(=O)([O-])[O-].[K+].[K+]. Product: [NH:17]1[C:25]2[C:20](=[CH:21][CH:22]=[C:23]([O:26][C:2]3[CH:3]=[CH:4][C:5]4[N:6]([CH:8]=[C:9]([NH:11][C:12]([CH:14]5[CH2:16][CH2:15]5)=[O:13])[N:10]=4)[N:7]=3)[CH:24]=2)[CH:19]=[CH:18]1. The catalyst class is: 9. (5) Reactant: [F:1][C:2]([F:26])([F:25])[C:3]([NH:5][CH2:6][C:7]#[C:8][C:9]1[C:10](=[O:24])[NH:11][C:12](=[O:23])[N:13]([CH:22]=1)[C@@H:14]1[O:21][C@H:18]([CH2:19][OH:20])[C@@H:16]([OH:17])[CH2:15]1)=[O:4].[Si:27](Cl)([C:30]([CH3:33])([CH3:32])[CH3:31])([CH3:29])[CH3:28].N1C=CN=C1. Product: [Si:27]([O:20][CH2:19][C@H:18]1[O:21][C@@H:14]([N:13]2[CH:22]=[C:9]([C:8]#[C:7][CH2:6][NH:5][C:3](=[O:4])[C:2]([F:25])([F:1])[F:26])[C:10](=[O:24])[NH:11][C:12]2=[O:23])[CH2:15][C@@H:16]1[OH:17])([C:30]([CH3:33])([CH3:32])[CH3:31])([CH3:29])[CH3:28]. The catalyst class is: 3. (6) Reactant: [O:1]=[C:2]1[CH2:6][CH2:5][CH2:4][CH:3]1[C:7]([O:9][CH2:10][CH3:11])=[O:8].[BH4-].[Na+].O. Product: [OH:1][CH:2]1[CH2:6][CH2:5][CH2:4][CH:3]1[C:7]([O:9][CH2:10][CH3:11])=[O:8]. The catalyst class is: 5.